From a dataset of Catalyst prediction with 721,799 reactions and 888 catalyst types from USPTO. Predict which catalyst facilitates the given reaction. (1) Reactant: I[C:2]1[CH:3]=[C:4]([CH:22]=[CH:23][CH:24]=1)[CH2:5][N:6]1[C:10]2=[N:11][C:12]([NH:15][C:16]3[CH:17]=[N:18][N:19]([CH3:21])[CH:20]=3)=[N:13][CH:14]=[C:9]2[CH:8]=[N:7]1.CC1(C)C2C(=C(P(C3C=CC=CC=3)C3C=CC=CC=3)C=CC=2)[O:46][C:28]2C(P(C3C=CC=CC=3)C3C=CC=CC=3)=CC=CC1=2.P([O-])([O-])([O-])=O.[K+].[K+].[K+].[NH:75]1[CH2:80][CH2:79][O:78][CH2:77][CH2:76]1. Product: [CH3:21][N:19]1[CH:20]=[C:16]([NH:15][C:12]2[N:11]=[C:10]3[N:6]([CH2:5][C:4]4[CH:3]=[C:2]([C:28]([N:75]5[CH2:80][CH2:79][O:78][CH2:77][CH2:76]5)=[O:46])[CH:24]=[CH:23][CH:22]=4)[N:7]=[CH:8][C:9]3=[CH:14][N:13]=2)[CH:17]=[N:18]1. The catalyst class is: 487. (2) Reactant: [F:1][C:2]([F:21])([F:20])[C:3]1[CH:8]=[CH:7][N:6]=[C:5]([CH:9](C(OCC)=O)[C:10]([O:12][CH2:13]C)=[O:11])[CH:4]=1.C[O-].[Na+].Cl. Product: [F:21][C:2]([F:1])([F:20])[C:3]1[CH:8]=[CH:7][N:6]=[C:5]([CH2:9][C:10]([O:12][CH3:13])=[O:11])[CH:4]=1. The catalyst class is: 5. (3) Reactant: [CH2:1]([O:3][C:4](=[O:13])[C:5]1[C:10]([CH3:11])=[CH:9][CH:8]=[CH:7][C:6]=1[NH2:12])C.C(OCC)(=O)C.C(O)C.C[Si](C=[N+]=[N-])(C)C. Product: [CH3:1][O:3][C:4](=[O:13])[C:5]1[C:10]([CH3:11])=[CH:9][CH:8]=[CH:7][C:6]=1[NH2:12]. The catalyst class is: 27.